Dataset: Full USPTO retrosynthesis dataset with 1.9M reactions from patents (1976-2016). Task: Predict the reactants needed to synthesize the given product. (1) Given the product [CH:1]1([N:4]2[C:8]3[C:9]([O:22][C@@H:23]([C@H:25]4[CH2:29][NH:28][C:27](=[O:30])[CH2:26]4)[CH3:24])=[N:10][C:11]([C:32]4[S:36][N:35]=[C:34]([CH3:37])[CH:33]=4)=[CH:12][C:7]=3[N:6]=[CH:5]2)[CH2:2][CH2:3]1, predict the reactants needed to synthesize it. The reactants are: [CH:1]1([N:4]2[C:8]3[C:9]([O:22][C@@H:23]([C@H:25]4[CH2:29][NH:28][C:27](=[O:30])[CH2:26]4)[CH3:24])=[N:10][C:11](B4OC(C)(C)C(C)(C)O4)=[CH:12][C:7]=3[N:6]=[CH:5]2)[CH2:3][CH2:2]1.Br[C:32]1[S:36][N:35]=[C:34]([CH3:37])[CH:33]=1.C([O-])([O-])=O.[Na+].[Na+].N#N. (2) Given the product [NH2:19][CH2:12][C:11]([C:8]1[CH:9]=[CH:10][C:5]([NH:4][C:3](=[O:16])[O:2][CH3:1])=[CH:6][C:7]=1[Br:15])=[O:14], predict the reactants needed to synthesize it. The reactants are: [CH3:1][O:2][C:3](=[O:16])[NH:4][C:5]1[CH:10]=[CH:9][C:8]([C:11](=[O:14])[CH2:12]Br)=[C:7]([Br:15])[CH:6]=1.C([N-:19]C=O)=O.[Na+].Cl. (3) Given the product [Br:7][C:8]1[CH:15]=[CH:14][C:11]([CH2:12][N:1]2[CH2:6][CH2:5][O:4][CH2:3][CH2:2]2)=[CH:10][CH:9]=1, predict the reactants needed to synthesize it. The reactants are: [NH:1]1[CH2:6][CH2:5][O:4][CH2:3][CH2:2]1.[Br:7][C:8]1[CH:15]=[CH:14][C:11]([CH:12]=O)=[CH:10][CH:9]=1. (4) Given the product [CH3:20][S:21]([O:12][CH2:11][C@H:3]1[O:4][C:5]2=[N:6][CH:7]=[CH:8][CH:9]=[C:10]2[O:1][CH2:2]1)(=[O:23])=[O:22], predict the reactants needed to synthesize it. The reactants are: [O:1]1[C:10]2[C:5](=[N:6][CH:7]=[CH:8][CH:9]=2)[O:4][C@@H:3]([CH2:11][OH:12])[CH2:2]1.C(N(CC)CC)C.[CH3:20][S:21](Cl)(=[O:23])=[O:22]. (5) Given the product [F:1][C:2]1[CH:3]=[CH:4][C:5]([CH2:8][C:9]2[CH:18]=[C:17]3[C:12]([C:13]([OH:40])=[C:14]([C:35]([NH:47][CH2:46][CH:42]4[CH2:43][CH2:44][CH2:45][O:41]4)=[O:36])[C:15](=[O:34])[N:16]3[CH2:19][CH2:20][CH2:21][N:22]([CH3:33])[C:23](=[O:24])[O:25][CH2:26][C:27]3[CH:32]=[CH:31][CH:30]=[CH:29][CH:28]=3)=[N:11][CH:10]=2)=[CH:6][CH:7]=1, predict the reactants needed to synthesize it. The reactants are: [F:1][C:2]1[CH:7]=[CH:6][C:5]([CH2:8][C:9]2[CH:18]=[C:17]3[C:12]([C:13]([OH:40])=[C:14]([C:35](OCC)=[O:36])[C:15](=[O:34])[N:16]3[CH2:19][CH2:20][CH2:21][N:22]([CH3:33])[C:23]([O:25][CH2:26][C:27]3[CH:32]=[CH:31][CH:30]=[CH:29][CH:28]=3)=[O:24])=[N:11][CH:10]=2)=[CH:4][CH:3]=1.[O:41]1[CH2:45][CH2:44][CH2:43][CH:42]1[CH2:46][NH2:47]. (6) Given the product [Cl:1][C:2]1[N:3]=[CH:4][C:5]([CH:8]=[O:21])=[CH:6][CH:7]=1, predict the reactants needed to synthesize it. The reactants are: [Cl:1][C:2]1[CH:7]=[CH:6][C:5]([C:8]#N)=[CH:4][N:3]=1.CC(C[AlH]CC(C)C)C.CO.[OH:21]S(O)(=O)=O. (7) The reactants are: [CH2:1]([O:3][C:4]([C:6]1[N:11]=[C:10](Br)[C:9]2[N:13]=[C:14]([C:16]3[CH:21]=[CH:20][CH:19]=[CH:18][CH:17]=3)[S:15][C:8]=2[C:7]=1[OH:22])=[O:5])[CH3:2].[C:23]1(B(O)O)[CH:28]=[CH:27][CH:26]=[CH:25][CH:24]=1.C(=O)([O-])[O-].[K+].[K+]. Given the product [CH2:1]([O:3][C:4]([C:6]1[N:11]=[C:10]([C:23]2[CH:28]=[CH:27][CH:26]=[CH:25][CH:24]=2)[C:9]2[N:13]=[C:14]([C:16]3[CH:21]=[CH:20][CH:19]=[CH:18][CH:17]=3)[S:15][C:8]=2[C:7]=1[OH:22])=[O:5])[CH3:2], predict the reactants needed to synthesize it. (8) Given the product [CH2:24]([O:4][C:3](=[O:5])[CH:2]([O:6][C:7]1[CH:15]=[CH:14][CH:13]=[C:12]2[C:8]=1[CH:9]=[CH:10][NH:11]2)[CH3:1])[CH:23]=[CH2:22], predict the reactants needed to synthesize it. The reactants are: [CH3:1][CH:2]([O:6][C:7]1[CH:15]=[CH:14][CH:13]=[C:12]2[C:8]=1[CH:9]=[CH:10][NH:11]2)[C:3]([OH:5])=[O:4].C(=O)([O-])[O-].[K+].[K+].[CH2:22](Br)[CH:23]=[CH2:24].O. (9) Given the product [P:10]([CH2:1][N:4]([CH3:5])[CH2:6][C:7]([OH:9])=[O:8])([OH:13])([OH:12])=[O:11], predict the reactants needed to synthesize it. The reactants are: [C:1]([N:4]([CH2:6][C:7]([OH:9])=[O:8])[CH3:5])(=O)C.[P:10]([OH:13])([OH:12])[OH:11].Cl.C=O. (10) Given the product [CH3:17][O:16][C:14]([C:13]1[S:12][CH:5]=[C:4]([CH3:10])[C:3]=1[OH:2])=[O:15], predict the reactants needed to synthesize it. The reactants are: C[O:2][C:3](=O)[CH:4]([CH3:10])[CH:5](OC)OC.[SH:12][CH2:13][C:14]([O:16][CH3:17])=[O:15].